This data is from Forward reaction prediction with 1.9M reactions from USPTO patents (1976-2016). The task is: Predict the product of the given reaction. (1) Given the reactants P([O-])([O-])([O-])=O.[K+].[K+].[K+].N1C=CC=CC=1C(O)=O.[NH2:18][C:19]1[C:24]([C:25]2[CH:30]=[CH:29][C:28]([OH:31])=[CH:27][CH:26]=2)=[CH:23][CH:22]=[CH:21][N:20]=1.I[C:33]1[CH:38]=[CH:37][CH:36]=[C:35]([C:39]([F:42])([F:41])[F:40])[CH:34]=1, predict the reaction product. The product is: [F:40][C:39]([F:42])([F:41])[C:35]1[CH:34]=[C:33]([CH:38]=[CH:37][CH:36]=1)[O:31][C:28]1[CH:29]=[CH:30][C:25]([C:24]2[C:19]([NH2:18])=[N:20][CH:21]=[CH:22][CH:23]=2)=[CH:26][CH:27]=1. (2) Given the reactants C[O:2][C:3](=[O:19])[CH:4]([NH:15][C:16](=[O:18])[CH3:17])[C:5]([C:7]1[CH:12]=[CH:11][CH:10]=[C:9]([O:13][CH3:14])[CH:8]=1)=O.C1(C2C=CC=CC=2)C(C(O)=O)=CC=CC=1, predict the reaction product. The product is: [CH3:14][O:13][C:9]1[CH:8]=[C:7]([C:5]2[O:18][C:16]([CH3:17])=[N:15][C:4]=2[C:3]([OH:2])=[O:19])[CH:12]=[CH:11][CH:10]=1. (3) Given the reactants [CH:1]1([CH2:4][C:5](=[O:15])[CH2:6][C:7]2[CH:12]=[CH:11][N:10]=[C:9]([S:13][CH3:14])[N:8]=2)[CH2:3][CH2:2]1.[CH3:16][N:17]([CH:19](OC)OC)[CH3:18], predict the reaction product. The product is: [CH:1]1([CH2:4][C:5](=[O:15])/[C:6](/[C:7]2[CH:12]=[CH:11][N:10]=[C:9]([S:13][CH3:14])[N:8]=2)=[CH:16]\[N:17]([CH3:19])[CH3:18])[CH2:3][CH2:2]1. (4) Given the reactants [CH2:1]([O:8][C:9]1[CH:14]=[CH:13][C:12]([C:15]2[N:19]([C:20]3[CH:25]=[CH:24][C:23]([O:26][CH3:27])=[CH:22][CH:21]=3)[N:18]=[C:17]([OH:28])[CH:16]=2)=[CH:11][CH:10]=1)[C:2]1[CH:7]=[CH:6][CH:5]=[CH:4][CH:3]=1.C([O-])([O-])=O.[K+].[K+].[CH2:35](OS(OCC)(=O)=O)[CH3:36], predict the reaction product. The product is: [CH2:1]([O:8][C:9]1[CH:10]=[CH:11][C:12]([C:15]2[N:19]([C:20]3[CH:25]=[CH:24][C:23]([O:26][CH3:27])=[CH:22][CH:21]=3)[N:18]=[C:17]([O:28][CH2:35][CH3:36])[CH:16]=2)=[CH:13][CH:14]=1)[C:2]1[CH:7]=[CH:6][CH:5]=[CH:4][CH:3]=1. (5) Given the reactants [CH3:1][C:2]1[CH:6]=[C:5]([C:7]([Cl:9])=[O:8])[O:4][N:3]=1.[NH2:10][C:11]1[C:20]2[C:15](=[CH:16][C:17]([O:23][CH3:24])=[C:18]([O:21][CH3:22])[CH:19]=2)[N:14]=[C:13]([N:25]2[CH2:30][CH2:29][NH:28][CH2:27][CH2:26]2)[N:12]=1, predict the reaction product. The product is: [ClH:9].[NH2:10][C:11]1[C:20]2[C:15](=[CH:16][C:17]([O:23][CH3:24])=[C:18]([O:21][CH3:22])[CH:19]=2)[N:14]=[C:13]([N:25]2[CH2:30][CH2:29][N:28]([C:7]([C:5]3[O:4][N:3]=[C:2]([CH3:1])[CH:6]=3)=[O:8])[CH2:27][CH2:26]2)[N:12]=1. (6) Given the reactants Cl.[NH2:2][CH2:3][C:4]1[CH:9]=[C:8]([F:10])[C:7]([NH:11][S:12]([CH3:15])(=[O:14])=[O:13])=[C:6]([C:16]#[CH:17])[CH:5]=1.C(N(CC)CC)C.[Br:25][C:26]1[N:31]=[CH:30][C:29]([CH:32]=[CH:33][C:34](O)=[O:35])=[CH:28][CH:27]=1.C[N+]1(C2N=C(OC)N=C(OC)N=2)CCOCC1.[Cl-], predict the reaction product. The product is: [Br:25][C:26]1[N:31]=[CH:30][C:29]([CH:32]=[CH:33][C:34]([NH:2][CH2:3][C:4]2[CH:9]=[C:8]([F:10])[C:7]([NH:11][S:12]([CH3:15])(=[O:14])=[O:13])=[C:6]([C:16]#[CH:17])[CH:5]=2)=[O:35])=[CH:28][CH:27]=1.